Dataset: Full USPTO retrosynthesis dataset with 1.9M reactions from patents (1976-2016). Task: Predict the reactants needed to synthesize the given product. (1) Given the product [Cl:1][C:2]1[N:3]=[N:4][C:5]([N:8]2[CH2:9][CH2:10][N:11]([CH:17]3[CH2:19][CH2:18]3)[CH2:12][CH2:13]2)=[CH:6][CH:7]=1, predict the reactants needed to synthesize it. The reactants are: [Cl:1][C:2]1[N:3]=[N:4][C:5]([N:8]2[CH2:13][CH2:12][NH:11][CH2:10][CH2:9]2)=[CH:6][CH:7]=1.C(O[C:17]1(O[Si](C)(C)C)[CH2:19][CH2:18]1)C.C(O)(=O)C.C([BH3-])#N.[Na+]. (2) Given the product [I:14][C:8]1[CH:9]=[CH:10][C:5]([C:4]([F:12])([F:13])[F:3])=[CH:6][C:7]=1[OH:11], predict the reactants needed to synthesize it. The reactants are: [H-].[Na+].[F:3][C:4]([F:13])([F:12])[C:5]1[CH:6]=[C:7]([OH:11])[CH:8]=[CH:9][CH:10]=1.[I:14]I.Cl.